Dataset: Full USPTO retrosynthesis dataset with 1.9M reactions from patents (1976-2016). Task: Predict the reactants needed to synthesize the given product. (1) Given the product [O:1]=[C:2]1[C:6]2[CH:7]=[CH:8][C:9](/[CH:11]=[CH:12]/[N:24]3[CH2:23][CH2:22][N:21]([C:14]([O:16][C:17]([CH3:20])([CH3:19])[CH3:18])=[O:15])[CH2:26][CH2:25]3)=[CH:10][C:5]=2[CH2:4][O:3]1, predict the reactants needed to synthesize it. The reactants are: [O:1]=[C:2]1[C:6]2[CH:7]=[CH:8][C:9]([CH2:11][CH:12]=O)=[CH:10][C:5]=2[CH2:4][O:3]1.[C:14]([N:21]1[CH2:26][CH2:25][NH:24][CH2:23][CH2:22]1)([O:16][C:17]([CH3:20])([CH3:19])[CH3:18])=[O:15].[O-]S([O-])(=O)=O.[Mg+2]. (2) The reactants are: [C:1]([O:5][C:6]([C@@H:8]([CH2:13][C:14]1[CH:22]=[C:21]([F:23])[C:17]2[O:18][CH2:19][O:20][C:16]=2[CH:15]=1)[C:9]([O:11]C)=[O:10])=[O:7])([CH3:4])([CH3:3])[CH3:2].[Li+].[OH-]. Given the product [C:1]([O:5][C:6]([C@@H:8]([CH2:13][C:14]1[CH:22]=[C:21]([F:23])[C:17]2[O:18][CH2:19][O:20][C:16]=2[CH:15]=1)[C:9]([OH:11])=[O:10])=[O:7])([CH3:4])([CH3:2])[CH3:3], predict the reactants needed to synthesize it.